Dataset: Catalyst prediction with 721,799 reactions and 888 catalyst types from USPTO. Task: Predict which catalyst facilitates the given reaction. (1) Reactant: [H-].[Na+].[CH:3](OCC)=O.C(O[C:11](=[O:22])[CH2:12][O:13][C:14]1[CH:19]=[CH:18][C:17]([F:20])=[CH:16][C:15]=1[F:21])C.[CH3:23][S:24]([CH2:27][C:28](=[NH:30])[NH2:29])(=[O:26])=[O:25]. Product: [F:21][C:15]1[CH:16]=[C:17]([F:20])[CH:18]=[CH:19][C:14]=1[O:13][C:12]1[C:11]([OH:22])=[N:30][C:28]([CH2:27][S:24]([CH3:23])(=[O:26])=[O:25])=[N:29][CH:3]=1. The catalyst class is: 1. (2) Reactant: [Cl:1][C:2]1[C:3]([N:10]2[CH2:15][CH2:14][N:13]([C:16]3[CH:21]=[C:20]([C:22]4[CH:27]=[CH:26][C:25]([F:28])=[CH:24][CH:23]=4)[N:19]=[C:18]([N:29]4[CH2:33][CH2:32][CH2:31][CH:30]4[CH3:34])[N:17]=3)[CH:12]([CH3:35])[CH2:11]2)=[N:4][C:5]([O:8]C)=[CH:6][CH:7]=1. Product: [Cl:1][C:2]1[CH:7]=[CH:6][C:5]([OH:8])=[N:4][C:3]=1[N:10]1[CH2:15][CH2:14][N:13]([C:16]2[CH:21]=[C:20]([C:22]3[CH:23]=[CH:24][C:25]([F:28])=[CH:26][CH:27]=3)[N:19]=[C:18]([N:29]3[CH2:33][CH2:32][CH2:31][CH:30]3[CH3:34])[N:17]=2)[CH:12]([CH3:35])[CH2:11]1. The catalyst class is: 33. (3) Reactant: [CH2:1]([N:3]([CH2:31][CH3:32])[C:4](=[O:30])[C:5]1[CH:10]=[CH:9][C:8]([O:11][C:12]2[N:17]=[C:16]([O:18][C:19]3[CH:24]=[CH:23][C:22]([O:25][CH3:26])=[CH:21][CH:20]=3)[C:15]([N+:27]([O-])=O)=[CH:14][N:13]=2)=[CH:7][CH:6]=1)[CH3:2].[H][H]. Product: [NH2:27][C:15]1[C:16]([O:18][C:19]2[CH:20]=[CH:21][C:22]([O:25][CH3:26])=[CH:23][CH:24]=2)=[N:17][C:12]([O:11][C:8]2[CH:9]=[CH:10][C:5]([C:4]([N:3]([CH2:1][CH3:2])[CH2:31][CH3:32])=[O:30])=[CH:6][CH:7]=2)=[N:13][CH:14]=1. The catalyst class is: 19. (4) Reactant: [Cl:1][C:2]1[N:7]2[CH:8]=[C:9]([C:11]([O:13][CH2:14][CH3:15])=[O:12])[N:10]=[C:6]2[CH:5]=[C:4]([CH3:16])[C:3]=1[C:17]([OH:19])=O.[Br-].C(C[S+]1CCCC1)#N.CCN(C(C)C)C(C)C.CN([C:41]([O:45]N1N=NC2C=CC=NC1=2)=[N+](C)C)C.F[P-](F)(F)(F)(F)F.[C:62]([O-])(O)=[O:63].[Na+].OOS([O-])=O.[K+]. Product: [CH2:14]([O:13][C:11]([C:9]1[N:10]=[C:6]2[CH:5]=[C:4]([CH3:16])[C:3]([C:17](=[O:19])[C:62]([O:45][CH3:41])=[O:63])=[C:2]([Cl:1])[N:7]2[CH:8]=1)=[O:12])[CH3:15]. The catalyst class is: 34. (5) Reactant: [O:1]=[C:2]1[C:10]2[C:5](=[CH:6][CH:7]=[CH:8][CH:9]=2)[N:4]([C:11]([O:13][C:14]([CH3:17])([CH3:16])[CH3:15])=[O:12])[CH2:3]1.O1CCCC1.CO.[BH4-].[Na+]. Product: [OH:1][CH:2]1[C:10]2[C:5](=[CH:6][CH:7]=[CH:8][CH:9]=2)[N:4]([C:11]([O:13][C:14]([CH3:17])([CH3:16])[CH3:15])=[O:12])[CH2:3]1. The catalyst class is: 6.